Dataset: NCI-60 drug combinations with 297,098 pairs across 59 cell lines. Task: Regression. Given two drug SMILES strings and cell line genomic features, predict the synergy score measuring deviation from expected non-interaction effect. (1) Drug 1: CC1CCC2CC(C(=CC=CC=CC(CC(C(=O)C(C(C(=CC(C(=O)CC(OC(=O)C3CCCCN3C(=O)C(=O)C1(O2)O)C(C)CC4CCC(C(C4)OC)OCCO)C)C)O)OC)C)C)C)OC. Drug 2: C1CN(P(=O)(OC1)NCCCl)CCCl. Cell line: SR. Synergy scores: CSS=0.344, Synergy_ZIP=1.49, Synergy_Bliss=2.98, Synergy_Loewe=-45.9, Synergy_HSA=-4.36. (2) Drug 1: CC1=CC2C(CCC3(C2CCC3(C(=O)C)OC(=O)C)C)C4(C1=CC(=O)CC4)C. Drug 2: C1CC(C1)(C(=O)O)C(=O)O.[NH2-].[NH2-].[Pt+2]. Cell line: SK-MEL-5. Synergy scores: CSS=28.6, Synergy_ZIP=-5.74, Synergy_Bliss=1.57, Synergy_Loewe=-16.4, Synergy_HSA=-6.64.